Dataset: Reaction yield outcomes from USPTO patents with 853,638 reactions. Task: Predict the reaction yield, written as a fraction of the theoretical maximum amount of product (1.0 means a 100% yield; for example, 0.34 means a 34% yield). (1) The reactants are [CH:1]1([CH2:4][O:5][NH:6][C:7]([C:9]2[C:10]([NH:20][C:21]3[CH:26]=[CH:25][C:24]([Br:27])=[CH:23][C:22]=3[Cl:28])=[C:11]([F:19])[C:12]3[O:16][N:15]=[C:14]([CH3:17])[C:13]=3[CH:18]=2)=[O:8])CC1.C1C=CC2N(O)N=NC=2C=1.CCN(CC)CC.[CH:46]([O:48]CCON)=[CH2:47].CCN=C=NCCCN(C)C. The catalyst is CN(C=O)C.CCOC(C)=O. The product is [CH:46]([O:48][CH2:1][CH2:4][O:5][NH:6][C:7]([C:9]1[C:10]([NH:20][C:21]2[CH:26]=[CH:25][C:24]([Br:27])=[CH:23][C:22]=2[Cl:28])=[C:11]([F:19])[C:12]2[O:16][N:15]=[C:14]([CH3:17])[C:13]=2[CH:18]=1)=[O:8])=[CH2:47]. The yield is 0.630. (2) The reactants are [Br:1][C:2]1[CH:3]=[CH:4][C:5]([C:13]([OH:15])=[O:14])=[N:6][C:7]=1[O:8][CH2:9][CH2:10][O:11][CH3:12].IC.[C:18](=O)([O-])[O-].[Na+].[Na+].O. The catalyst is CN(C=O)C. The product is [CH3:18][O:14][C:13]([C:5]1[CH:4]=[CH:3][C:2]([Br:1])=[C:7]([O:8][CH2:9][CH2:10][O:11][CH3:12])[N:6]=1)=[O:15]. The yield is 0.650. (3) The product is [Cl:19][C:17]1[CH:18]=[C:13]([NH:12][S:9]([C:3]2[CH:4]=[CH:5][C:6]([Cl:8])=[CH:7][C:2]=2[Cl:1])(=[O:11])=[O:10])[CH:14]=[C:15]([Cl:32])[C:16]=1[S:20][C:21]1[S:22][C:23]2[CH:29]=[CH:28][C:27]([C:30]([NH2:31])=[O:33])=[CH:26][C:24]=2[N:25]=1. The yield is 0.800. The catalyst is C(O)(C)(C)C. The reactants are [Cl:1][C:2]1[CH:7]=[C:6]([Cl:8])[CH:5]=[CH:4][C:3]=1[S:9]([NH:12][C:13]1[CH:18]=[C:17]([Cl:19])[C:16]([S:20][C:21]2[S:22][C:23]3[CH:29]=[CH:28][C:27]([C:30]#[N:31])=[CH:26][C:24]=3[N:25]=2)=[C:15]([Cl:32])[CH:14]=1)(=[O:11])=[O:10].[OH-:33].[K+].Cl. (4) The reactants are [CH:1]1([CH2:6][CH:7]([C:11]2[CH:16]=[CH:15][C:14]([F:17])=[C:13]([C:18]([F:21])([F:20])[F:19])[CH:12]=2)[C:8]([OH:10])=[O:9])[CH2:5][CH2:4][CH2:3][CH2:2]1.S(=O)(=O)(O)O.[CH3:27]O. No catalyst specified. The product is [CH3:27][O:9][C:8](=[O:10])[CH:7]([C:11]1[CH:16]=[CH:15][C:14]([F:17])=[C:13]([C:18]([F:21])([F:19])[F:20])[CH:12]=1)[CH2:6][CH:1]1[CH2:5][CH2:4][CH2:3][CH2:2]1. The yield is 0.875. (5) The reactants are [O:1]=[C:2]1[C:7]([CH2:8][C:9]2[CH:14]=[CH:13][C:12]([C:15]3[C:16]([C:21]#[N:22])=[CH:17][CH:18]=[CH:19][CH:20]=3)=[CH:11][CH:10]=2)=[C:6]([CH2:23][CH2:24][CH3:25])[N:5]2[N:26]=[CH:27][N:28]=[C:4]2[N:3]1[CH:29]1[CH2:37][CH2:36][C:35]2[NH:34][N:33]=[CH:32][C:31]=2[CH2:30]1.[H-].[Na+].CN(C)C(=O)C.[CH3:46][C:47]1([CH3:50])[CH2:49][O:48]1. The catalyst is O.C(OCC)(=O)C. The product is [OH:48][C:47]([CH3:50])([CH3:49])[CH2:46][N:34]1[C:35]2[CH2:36][CH2:37][CH:29]([N:3]3[C:2](=[O:1])[C:7]([CH2:8][C:9]4[CH:10]=[CH:11][C:12]([C:15]5[C:16]([C:21]#[N:22])=[CH:17][CH:18]=[CH:19][CH:20]=5)=[CH:13][CH:14]=4)=[C:6]([CH2:23][CH2:24][CH3:25])[N:5]4[N:26]=[CH:27][N:28]=[C:4]34)[CH2:30][C:31]=2[CH:32]=[N:33]1. The yield is 0.0800.